This data is from Catalyst prediction with 721,799 reactions and 888 catalyst types from USPTO. The task is: Predict which catalyst facilitates the given reaction. Reactant: O1CCCCC1[N:7]1[C:15]2[C:10](=[CH:11][C:12]([C:16]3[N:20]=[CH:19][N:18](C(C4C=CC=CC=4)(C4C=CC=CC=4)C4C=CC=CC=4)[N:17]=3)=[CH:13][CH:14]=2)[C:9]([C:40]2[CH:41]=[C:42]([NH2:46])[CH:43]=[CH:44][CH:45]=2)=[N:8]1.[CH3:47][CH:48]([CH3:52])[C:49](Cl)=[O:50].O.ClCCl. Product: [NH:18]1[CH:19]=[N:20][C:16]([C:12]2[CH:11]=[C:10]3[C:15](=[CH:14][CH:13]=2)[NH:7][N:8]=[C:9]3[C:40]2[CH:41]=[C:42]([NH:46][C:49](=[O:50])[CH:48]([CH3:52])[CH3:47])[CH:43]=[CH:44][CH:45]=2)=[N:17]1. The catalyst class is: 17.